Task: Predict the reaction yield, written as a fraction of the theoretical maximum amount of product (1.0 means a 100% yield; for example, 0.34 means a 34% yield).. Dataset: Reaction yield outcomes from USPTO patents with 853,638 reactions The reactants are Br[C:2]1[CH:3]=[C:4]2[C:9](=[C:10]([O:12]COCC[Si](C)(C)C)[CH:11]=1)[N:8]=[CH:7][N:6](COCC[Si](C)(C)C)[C:5]2=[O:29].[CH3:30][N:31]([CH3:49])[C:32]1[CH:33]=[CH:34][C:35]([N:41]=[N:42][C:43]2[CH:48]=[CH:47][CH:46]=[CH:45][CH:44]=2)=[C:36](B(O)O)[CH:37]=1.C1C2C(=CC=CC=2)CCC=1B(O)O.C(=O)([O-])[O-].[K+].[K+]. The catalyst is C1(P([C-]2C=CC=C2)C2C=CC=CC=2)C=CC=CC=1.[C-]1(P(C2C=CC=CC=2)C2C=CC=CC=2)C=CC=C1.[Fe+2].[Pd](Cl)Cl.O1CCOCC1. The product is [CH3:30][N:31]([CH3:49])[C:32]1[CH:37]=[CH:36][C:35](/[N:41]=[N:42]/[C:43]2[CH:44]=[CH:45][CH:46]=[CH:47][CH:48]=2)=[C:34]([C:2]2[CH:3]=[C:4]3[C:9](=[C:10]([OH:12])[CH:11]=2)[N:8]=[CH:7][NH:6][C:5]3=[O:29])[CH:33]=1. The yield is 0.0700.